The task is: Predict the product of the given reaction.. This data is from Forward reaction prediction with 1.9M reactions from USPTO patents (1976-2016). Given the reactants [Na].[F:2][C:3]1[CH:4]=[C:5](/[CH:9]=[C:10](\[C:16]2[CH:21]=[CH:20][N:19]=[CH:18][CH:17]=2)/[C:11](OCC)=[O:12])[CH:6]=[CH:7][CH:8]=1.Cl.[NH2:23][C:24]([NH2:26])=[NH:25], predict the reaction product. The product is: [NH2:25][C:24]1[NH:26][C:11](=[O:12])[C:10]([C:16]2[CH:21]=[CH:20][N:19]=[CH:18][CH:17]=2)=[C:9]([C:5]2[CH:6]=[CH:7][CH:8]=[C:3]([F:2])[CH:4]=2)[N:23]=1.